The task is: Predict which catalyst facilitates the given reaction.. This data is from Catalyst prediction with 721,799 reactions and 888 catalyst types from USPTO. Reactant: BrC1C=CC(OC2C=CC(C3([N:22]4[CH2:27][CH2:26][N:25]([C:28]5[CH:33]=[CH:32][C:31]([Si:34]([CH3:37])([CH3:36])[CH3:35])=[CH:30][CH:29]=5)[CH2:24][CH2:23]4)C(=O)NC(=O)NC3=O)=CC=2)=CC=1. Product: [CH3:35][Si:34]([CH3:37])([CH3:36])[C:31]1[CH:30]=[CH:29][C:28]([N:25]2[CH2:26][CH2:27][NH:22][CH2:23][CH2:24]2)=[CH:33][CH:32]=1. The catalyst class is: 5.